This data is from Reaction yield outcomes from USPTO patents with 853,638 reactions. The task is: Predict the reaction yield, written as a fraction of the theoretical maximum amount of product (1.0 means a 100% yield; for example, 0.34 means a 34% yield). (1) The reactants are C(Cl)(=O)C(Cl)=O.[C:7]([C:11]1[CH:16]=[CH:15][C:14]([S:17]([NH:20][CH2:21][C:22]2[CH:30]=[CH:29][C:25]([C:26]([OH:28])=O)=[CH:24][CH:23]=2)(=[O:19])=[O:18])=[CH:13][CH:12]=1)([CH3:10])([CH3:9])[CH3:8].[CH3:31][O:32][C:33]1[CH:38]=[CH:37][N:36]=[CH:35][C:34]=1[N+:39]([O-])=O. The catalyst is CN(C=O)C.C1COCC1.CCO.[Pd]. The product is [C:7]([C:11]1[CH:16]=[CH:15][C:14]([S:17]([NH:20][CH2:21][C:22]2[CH:30]=[CH:29][C:25]([C:26]([NH:39][C:34]3[CH:35]=[N:36][CH:37]=[CH:38][C:33]=3[O:32][CH3:31])=[O:28])=[CH:24][CH:23]=2)(=[O:18])=[O:19])=[CH:13][CH:12]=1)([CH3:10])([CH3:9])[CH3:8]. The yield is 0.360. (2) The reactants are I[C:2]1[C:10]2[C:5](=[CH:6][CH:7]=[C:8]([NH:11][C:12](=[O:24])[CH:13]([N:19]3[CH2:23][CH2:22][CH2:21][CH2:20]3)[C:14]3[CH:18]=[CH:17][S:16][CH:15]=3)[CH:9]=2)[NH:4][N:3]=1.[CH3:25][N:26]1[CH2:31][CH2:30][N:29]([C:32]2[CH:37]=[CH:36][C:35](B3OC(C)(C)C(C)(C)O3)=[CH:34][CH:33]=2)[C:28](=[O:47])[CH2:27]1.C([O-])([O-])=O.[Na+].[Na+].C1(C)C=CC=CC=1. The catalyst is C1C=CC([P]([Pd]([P](C2C=CC=CC=2)(C2C=CC=CC=2)C2C=CC=CC=2)([P](C2C=CC=CC=2)(C2C=CC=CC=2)C2C=CC=CC=2)[P](C2C=CC=CC=2)(C2C=CC=CC=2)C2C=CC=CC=2)(C2C=CC=CC=2)C2C=CC=CC=2)=CC=1.O.CCO. The product is [CH3:25][N:26]1[CH2:31][CH2:30][N:29]([C:32]2[CH:37]=[CH:36][C:35]([C:2]3[C:10]4[C:5](=[CH:6][CH:7]=[C:8]([NH:11][C:12](=[O:24])[CH:13]([N:19]5[CH2:23][CH2:22][CH2:21][CH2:20]5)[C:14]5[CH:18]=[CH:17][S:16][CH:15]=5)[CH:9]=4)[NH:4][N:3]=3)=[CH:34][CH:33]=2)[C:28](=[O:47])[CH2:27]1. The yield is 0.330. (3) The reactants are [C:1]([CH:3]([C:11]1[C:16]([C:17]([F:20])([F:19])[F:18])=[CH:15][C:14]([N+:21]([O-:23])=[O:22])=[CH:13][N:12]=1)C(OC(C)(C)C)=O)#[N:2].Cl. The catalyst is CO. The product is [N+:21]([C:14]1[CH:15]=[C:16]([C:17]([F:20])([F:18])[F:19])[C:11]([CH2:3][C:1]#[N:2])=[N:12][CH:13]=1)([O-:23])=[O:22]. The yield is 0.544. (4) The reactants are [ClH:1].C(OC([N:9]1[CH2:14][CH2:13][N:12]([C:15](=[O:22])[CH2:16][C:17]([O:19][CH2:20][CH3:21])=[O:18])[CH2:11][CH2:10]1)=O)(C)(C)C. The catalyst is O1CCOCC1. The product is [ClH:1].[CH2:20]([O:19][C:17](=[O:18])[CH2:16][C:15](=[O:22])[N:12]1[CH2:13][CH2:14][NH:9][CH2:10][CH2:11]1)[CH3:21]. The yield is 0.820. (5) The reactants are [Cl:1][C:2]1[CH:3]=[CH:4][C:5]2[O:9][CH:8]([CH2:10][OH:11])[CH2:7][C:6]=2[CH:12]=1.CC1(C)N([O])C(C)(C)CCC1.[O-:24]Cl.[Na+].Cl. The catalyst is O.CC#N. The product is [Cl:1][C:2]1[CH:3]=[CH:4][C:5]2[O:9][CH:8]([C:10]([OH:24])=[O:11])[CH2:7][C:6]=2[CH:12]=1. The yield is 0.740. (6) The reactants are [CH2:1]([NH:8][CH2:9][CH2:10][C:11]1[CH:16]=[CH:15][C:14]([OH:17])=[CH:13][CH:12]=1)[C:2]1[CH:7]=[CH:6][CH:5]=[CH:4][CH:3]=1.[C:18](O[C:18]([O:20][C:21]([CH3:24])([CH3:23])[CH3:22])=[O:19])([O:20][C:21]([CH3:24])([CH3:23])[CH3:22])=[O:19]. The catalyst is C1COCC1. The product is [C:21]([O:20][C:18](=[O:19])[N:8]([CH2:1][C:2]1[CH:3]=[CH:4][CH:5]=[CH:6][CH:7]=1)[CH2:9][CH2:10][C:11]1[CH:12]=[CH:13][C:14]([OH:17])=[CH:15][CH:16]=1)([CH3:24])([CH3:23])[CH3:22]. The yield is 0.680.